Dataset: NCI-60 drug combinations with 297,098 pairs across 59 cell lines. Task: Regression. Given two drug SMILES strings and cell line genomic features, predict the synergy score measuring deviation from expected non-interaction effect. (1) Drug 1: C1CC(C1)(C(=O)O)C(=O)O.[NH2-].[NH2-].[Pt+2]. Drug 2: C1=CN(C=N1)CC(O)(P(=O)(O)O)P(=O)(O)O. Cell line: RPMI-8226. Synergy scores: CSS=8.18, Synergy_ZIP=-9.19, Synergy_Bliss=-11.0, Synergy_Loewe=-7.64, Synergy_HSA=-7.44. (2) Drug 1: C1CN(CCN1C(=O)CCBr)C(=O)CCBr. Drug 2: CN(C(=O)NC(C=O)C(C(C(CO)O)O)O)N=O. Cell line: MDA-MB-435. Synergy scores: CSS=23.0, Synergy_ZIP=-7.35, Synergy_Bliss=-3.31, Synergy_Loewe=-26.0, Synergy_HSA=-6.58.